The task is: Predict the reactants needed to synthesize the given product.. This data is from Full USPTO retrosynthesis dataset with 1.9M reactions from patents (1976-2016). (1) Given the product [C:7]([CH:11]1[CH2:16][CH2:15][C:14]2([O:6][CH:3]([CH:2]=[CH2:1])[CH2:4][O:5]2)[CH2:13][CH2:12]1)([CH3:10])([CH3:9])[CH3:8], predict the reactants needed to synthesize it. The reactants are: [CH2:1]=[CH:2][CH:3]([OH:6])[CH2:4][OH:5].[C:7]([CH:11]1[CH2:16][CH2:15][C:14](=O)[CH2:13][CH2:12]1)([CH3:10])([CH3:9])[CH3:8]. (2) Given the product [CH3:15][O:14][C:10]1[CH:9]=[C:8]2[C:13](=[CH:12][CH:11]=1)[C:4](=[O:3])[NH:5][CH2:6][CH2:7]2, predict the reactants needed to synthesize it. The reactants are: C([O:3][C:4](=O)[NH:5][CH2:6][CH2:7][C:8]1[CH:13]=[CH:12][CH:11]=[C:10]([O:14][CH3:15])[CH:9]=1)C.O=P12OP3(OP(OP(O3)(O1)=O)(=O)O2)=O.